Dataset: Forward reaction prediction with 1.9M reactions from USPTO patents (1976-2016). Task: Predict the product of the given reaction. (1) Given the reactants [C:1]([O:5][C:6]([N:8]1[CH2:12][CH2:11][CH2:10][CH:9]1[CH2:13][NH:14][CH3:15])=[O:7])([CH3:4])([CH3:3])[CH3:2].C(N(CC)CC)C.[CH3:23][S:24](Cl)(=[O:26])=[O:25], predict the reaction product. The product is: [C:1]([O:5][C:6]([N:8]1[CH2:12][CH2:11][CH2:10][CH:9]1[CH2:13][N:14]([S:24]([CH3:23])(=[O:26])=[O:25])[CH3:15])=[O:7])([CH3:4])([CH3:3])[CH3:2]. (2) Given the reactants [F:1][C:2]1[C:31]([F:32])=[CH:30][CH:29]=[CH:28][C:3]=1[CH2:4][NH:5][C:6]1[C:11]([C:12]([NH2:14])=[O:13])=[CH:10][N:9]=[C:8]([NH:15][C:16]2[CH:21]=[CH:20][C:19]([CH:22]3[CH2:27][CH2:26][NH:25][CH2:24][CH2:23]3)=[CH:18][CH:17]=2)[CH:7]=1.Cl.[CH3:34][N:35]([CH3:40])[CH2:36][C:37](O)=[O:38].CCN(C(C)C)C(C)C.F[P-](F)(F)(F)(F)F.N1(O[P+](N(C)C)(N(C)C)N(C)C)C2C=CC=CC=2N=N1, predict the reaction product. The product is: [F:1][C:2]1[C:31]([F:32])=[CH:30][CH:29]=[CH:28][C:3]=1[CH2:4][NH:5][C:6]1[C:11]([C:12]([NH2:14])=[O:13])=[CH:10][N:9]=[C:8]([NH:15][C:16]2[CH:17]=[CH:18][C:19]([CH:22]3[CH2:23][CH2:24][N:25]([C:37](=[O:38])[CH2:36][N:35]([CH3:40])[CH3:34])[CH2:26][CH2:27]3)=[CH:20][CH:21]=2)[CH:7]=1. (3) Given the reactants [H-].[Al+3].[Li+].[H-].[H-].[H-].[C:7]([C:9]1[CH:18]=[CH:17][C:16]([F:19])=[CH:15][C:10]=1[C:11](OC)=[O:12])#[N:8], predict the reaction product. The product is: [NH2:8][CH2:7][C:9]1[CH:18]=[CH:17][C:16]([F:19])=[CH:15][C:10]=1[CH2:11][OH:12]. (4) Given the reactants [CH:1]1([C:4]2[N:8]=[C:7]([C:9]3[C:10]4[CH2:19][CH2:18][CH2:17][C:11]=4[S:12][C:13]=3[N:14]=[C:15]=[O:16])[O:6][N:5]=2)[CH2:3][CH2:2]1.[NH:20]1[CH2:27][CH2:26][CH2:25][C@@H:21]1[C:22]([OH:24])=[O:23], predict the reaction product. The product is: [CH:1]1([C:4]2[N:8]=[C:7]([C:9]3[C:10]4[CH2:19][CH2:18][CH2:17][C:11]=4[S:12][C:13]=3[NH:14][C:15]([N:20]3[CH2:27][CH2:26][CH2:25][C@@H:21]3[C:22]([OH:24])=[O:23])=[O:16])[O:6][N:5]=2)[CH2:2][CH2:3]1. (5) Given the reactants [CH3:1][N:2]1[CH2:7][CH2:6][N:5]([C:8]2[N:13]3[C:14]([CH:30]=[O:31])=[C:15]([CH2:17][N:18]([CH3:29])[C@@H:19]4[C:28]5[N:27]=[CH:26][CH:25]=[CH:24][C:23]=5[CH2:22][CH2:21][CH2:20]4)[N:16]=[C:12]3[CH:11]=[CH:10][CH:9]=2)[CH2:4][CH2:3]1.C[Si](C)(C)[C:34]([F:37])([F:36])[F:35].[F-].C([N+](CCCC)(CCCC)CCCC)CCC, predict the reaction product. The product is: [F:35][C:34]([F:37])([F:36])[CH:30]([C:14]1[N:13]2[C:8]([N:5]3[CH2:6][CH2:7][N:2]([CH3:1])[CH2:3][CH2:4]3)=[CH:9][CH:10]=[CH:11][C:12]2=[N:16][C:15]=1[CH2:17][N:18]([CH3:29])[CH:19]1[C:28]2[N:27]=[CH:26][CH:25]=[CH:24][C:23]=2[CH2:22][CH2:21][CH2:20]1)[OH:31]. (6) Given the reactants FC(F)(F)C(O)=O.[CH:8]([N:11]1[C:15]([C:16]2[N:25]=[C:24]3[N:18]([CH2:19][CH2:20][O:21][C:22]4[CH:29]=[C:28]([CH:30]5[CH2:35][CH2:34][NH:33][CH2:32][CH2:31]5)[CH:27]=[CH:26][C:23]=43)[CH:17]=2)=[N:14][CH:13]=[N:12]1)([CH3:10])[CH3:9].[CH:36]([S:38]([CH:41]=C)(=[O:40])=[O:39])=[CH2:37], predict the reaction product. The product is: [CH:8]([N:11]1[C:15]([C:16]2[N:25]=[C:24]3[C:23]4[CH:26]=[CH:27][C:28]([CH:30]5[CH2:35][CH2:34][N:33]([CH2:37][CH2:36][S:38]([CH3:41])(=[O:40])=[O:39])[CH2:32][CH2:31]5)=[CH:29][C:22]=4[O:21][CH2:20][CH2:19][N:18]3[CH:17]=2)=[N:14][CH:13]=[N:12]1)([CH3:10])[CH3:9]. (7) Given the reactants [N:1]1[CH:6]=[CH:5][CH:4]=[CH:3][C:2]=1[CH2:7][OH:8].[H-].[Na+].Cl[C:12]1[N:13]=[CH:14][C:15]([C:18]([NH:20][C:21]2[CH:26]=[C:25]([C:27]([NH:29][CH:30]3[CH2:32][CH2:31]3)=[O:28])[CH:24]=[CH:23][C:22]=2[CH3:33])=[O:19])=[N:16][CH:17]=1, predict the reaction product. The product is: [CH:30]1([NH:29][C:27]([C:25]2[CH:24]=[CH:23][C:22]([CH3:33])=[C:21]([NH:20][C:18]([C:15]3[CH:14]=[N:13][C:12]([O:8][CH2:7][C:2]4[CH:3]=[CH:4][CH:5]=[CH:6][N:1]=4)=[CH:17][N:16]=3)=[O:19])[CH:26]=2)=[O:28])[CH2:32][CH2:31]1.